This data is from Full USPTO retrosynthesis dataset with 1.9M reactions from patents (1976-2016). The task is: Predict the reactants needed to synthesize the given product. (1) Given the product [Cl:35][C:31]1[CH:30]=[C:29]([CH:28]([N:36]2[CH:41]=[CH:40][C:39]([C:42]3[C:47]([F:48])=[CH:46][N:45]=[C:44]([NH:49][CH:50]4[CH2:55][CH2:54][O:53][CH2:52][CH2:51]4)[N:43]=3)=[CH:38][C:37]2=[O:56])[CH2:27][OH:26])[CH:34]=[CH:33][CH:32]=1, predict the reactants needed to synthesize it. The reactants are: [F-].C([N+](CCCC)(CCCC)CCCC)CCC.[Si]([O:26][CH2:27][CH:28]([N:36]1[CH:41]=[CH:40][C:39]([C:42]2[C:47]([F:48])=[CH:46][N:45]=[C:44]([NH:49][CH:50]3[CH2:55][CH2:54][O:53][CH2:52][CH2:51]3)[N:43]=2)=[CH:38][C:37]1=[O:56])[C:29]1[CH:34]=[CH:33][CH:32]=[C:31]([Cl:35])[CH:30]=1)(C(C)(C)C)(C)C. (2) The reactants are: [OH-].[Na+].O.Cl.[CH2:5]([N:12]1[CH2:17][CH2:16][CH2:15][C:14](=O)[CH2:13]1)[C:6]1[CH:11]=[CH:10][CH:9]=[CH:8][CH:7]=1.[C:19]([N:26]1[CH2:31][CH2:30][NH:29][CH2:28][CH2:27]1)([O:21][C:22]([CH3:25])([CH3:24])[CH3:23])=[O:20].[BH-](OC(C)=O)(OC(C)=O)OC(C)=O.[Na+]. Given the product [C:22]([O:21][C:19]([N:26]1[CH2:31][CH2:30][N:29]([CH:14]2[CH2:15][CH2:16][CH2:17][N:12]([CH2:5][C:6]3[CH:11]=[CH:10][CH:9]=[CH:8][CH:7]=3)[CH2:13]2)[CH2:28][CH2:27]1)=[O:20])([CH3:25])([CH3:23])[CH3:24], predict the reactants needed to synthesize it.